Dataset: NCI-60 drug combinations with 297,098 pairs across 59 cell lines. Task: Regression. Given two drug SMILES strings and cell line genomic features, predict the synergy score measuring deviation from expected non-interaction effect. (1) Drug 1: C1CC(C1)(C(=O)O)C(=O)O.[NH2-].[NH2-].[Pt+2]. Drug 2: CC1CC(C(C(C=C(C(C(C=CC=C(C(=O)NC2=CC(=O)C(=C(C1)C2=O)OC)C)OC)OC(=O)N)C)C)O)OC. Cell line: OVCAR3. Synergy scores: CSS=48.3, Synergy_ZIP=4.28, Synergy_Bliss=3.33, Synergy_Loewe=0.762, Synergy_HSA=3.51. (2) Drug 1: CC12CCC3C(C1CCC2=O)CC(=C)C4=CC(=O)C=CC34C. Drug 2: CC1OCC2C(O1)C(C(C(O2)OC3C4COC(=O)C4C(C5=CC6=C(C=C35)OCO6)C7=CC(=C(C(=C7)OC)O)OC)O)O. Cell line: HCT-15. Synergy scores: CSS=54.5, Synergy_ZIP=-1.74, Synergy_Bliss=-1.29, Synergy_Loewe=-3.91, Synergy_HSA=0.857.